Dataset: Full USPTO retrosynthesis dataset with 1.9M reactions from patents (1976-2016). Task: Predict the reactants needed to synthesize the given product. (1) Given the product [Cl:30][C:24]1[C:23]2[C:18](=[CH:19][CH:20]=[CH:21][CH:22]=2)[N:17]=[C:16]([C:14]2[CH:13]=[CH:12][C:11]([CH3:27])=[C:10]([C:4]3[CH:5]=[CH:6][C:7]([O:8][CH3:9])=[C:2]([F:1])[CH:3]=3)[N:15]=2)[N:25]=1, predict the reactants needed to synthesize it. The reactants are: [F:1][C:2]1[CH:3]=[C:4]([C:10]2[N:15]=[C:14]([C:16]3[NH:25][C:24](=O)[C:23]4[C:18](=[CH:19][CH:20]=[CH:21][CH:22]=4)[N:17]=3)[CH:13]=[CH:12][C:11]=2[CH3:27])[CH:5]=[CH:6][C:7]=1[O:8][CH3:9].P(Cl)(Cl)([Cl:30])=O. (2) Given the product [Br:1][C:2]1[CH:9]=[CH:8][C:5]([CH:10]([O:14][CH2:15][CH3:16])[O:17][CH2:18][CH3:19])=[CH:4][N:3]=1, predict the reactants needed to synthesize it. The reactants are: [Br:1][C:2]1[CH:9]=[CH:8][C:5](C=O)=[CH:4][N:3]=1.[CH:10]([O:17][CH2:18][CH3:19])([O:14][CH2:15][CH3:16])OCC.O.C1(C)C=CC(S(O)(=O)=O)=CC=1. (3) Given the product [ClH:65].[ClH:68].[NH2:8][C@H:9]([C:22]([NH:24][CH2:25][CH2:26][C:27]([O:29][CH2:30][CH2:31][O:32][C:33]1[CH:34]=[CH:35][C:36]([C:39]2[C:44]([C:45]#[N:46])=[C:43]([N:47]3[CH2:48][CH2:49][CH2:50][CH2:51]3)[N:42]=[C:41]([S:52][CH2:53][C:54]3[N:55]=[C:56]([C:59]4[CH:60]=[CH:61][C:62]([Cl:65])=[CH:63][CH:64]=4)[S:57][CH:58]=3)[C:40]=2[C:66]#[N:67])=[CH:37][CH:38]=1)=[O:28])=[O:23])[CH2:10][CH2:11][CH2:12][CH2:13][NH2:14], predict the reactants needed to synthesize it. The reactants are: C(OC([NH:8][C@H:9]([C:22]([NH:24][CH2:25][CH2:26][C:27]([O:29][CH2:30][CH2:31][O:32][C:33]1[CH:38]=[CH:37][C:36]([C:39]2[C:44]([C:45]#[N:46])=[C:43]([N:47]3[CH2:51][CH2:50][CH2:49][CH2:48]3)[N:42]=[C:41]([S:52][CH2:53][C:54]3[N:55]=[C:56]([C:59]4[CH:64]=[CH:63][C:62]([Cl:65])=[CH:61][CH:60]=4)[S:57][CH:58]=3)[C:40]=2[C:66]#[N:67])=[CH:35][CH:34]=1)=[O:28])=[O:23])[CH2:10][CH2:11][CH2:12][CH2:13][NH:14]C(OC(C)(C)C)=O)=O)(C)(C)C.[ClH:68]. (4) The reactants are: [CH3:1][N:2]([CH3:23])[C:3](=[O:22])[CH2:4][N:5]([CH3:21])[C:6]([C:8]1[S:9][C:10]2[N:11]=[CH:12][N:13]=[C:14](S(C)(=O)=O)[C:15]=2[N:16]=1)=[O:7].[NH:24]1[C:28]2=[CH:29][N:30]=[C:31]([NH2:33])[CH:32]=[C:27]2[CH:26]=[N:25]1. Given the product [CH3:1][N:2]([CH3:23])[C:3](=[O:22])[CH2:4][N:5]([CH3:21])[C:6]([C:8]1[S:9][C:10]2[N:11]=[CH:12][N:13]=[C:14]([NH:33][C:31]3[CH:32]=[C:27]4[CH:26]=[N:25][NH:24][C:28]4=[CH:29][N:30]=3)[C:15]=2[N:16]=1)=[O:7], predict the reactants needed to synthesize it. (5) The reactants are: [F:1][C:2]1[CH:32]=[C:31](I)[CH:30]=[CH:29][C:3]=1[CH2:4][N:5]1[C:13]2[C:8](=[CH:9][CH:10]=[CH:11][CH:12]=2)[C:7]([C:14]2[N:19]=[C:18]([NH:20][C:21]3[CH:26]=[CH:25][N:24]=[CH:23][CH:22]=3)[C:17]([O:27][CH3:28])=[CH:16][N:15]=2)=[N:6]1.C1(P(C2C=CC=CC=2)C2C=CC=CC=2)C=CC=CC=1.[C:53]([Si:55]([CH3:58])([CH3:57])[CH3:56])#[CH:54]. Given the product [F:1][C:2]1[CH:32]=[C:31]([C:54]#[C:53][Si:55]([CH3:58])([CH3:57])[CH3:56])[CH:30]=[CH:29][C:3]=1[CH2:4][N:5]1[C:13]2[C:8](=[CH:9][CH:10]=[CH:11][CH:12]=2)[C:7]([C:14]2[N:19]=[C:18]([NH:20][C:21]3[CH:26]=[CH:25][N:24]=[CH:23][CH:22]=3)[C:17]([O:27][CH3:28])=[CH:16][N:15]=2)=[N:6]1, predict the reactants needed to synthesize it. (6) Given the product [F:1][C:2]1[CH:3]=[C:4]([CH:14]([NH:16][C:17]([C:19]2[N:20]=[C:21]([O:38][C:29]3[CH:30]=[C:31]([C:34]([F:35])([F:36])[F:37])[CH:32]=[CH:33][C:28]=3[CH2:25][CH2:26][CH3:27])[O:22][CH:23]=2)=[O:18])[CH3:15])[CH:5]=[C:6]([F:13])[C:7]=1[NH:8][S:9]([CH3:12])(=[O:11])=[O:10], predict the reactants needed to synthesize it. The reactants are: [F:1][C:2]1[CH:3]=[C:4]([CH:14]([NH:16][C:17]([C:19]2[N:20]=[C:21](Cl)[O:22][CH:23]=2)=[O:18])[CH3:15])[CH:5]=[C:6]([F:13])[C:7]=1[NH:8][S:9]([CH3:12])(=[O:11])=[O:10].[CH2:25]([C:28]1[CH:33]=[CH:32][C:31]([C:34]([F:37])([F:36])[F:35])=[CH:30][C:29]=1[OH:38])[CH2:26][CH3:27].